This data is from Reaction yield outcomes from USPTO patents with 853,638 reactions. The task is: Predict the reaction yield, written as a fraction of the theoretical maximum amount of product (1.0 means a 100% yield; for example, 0.34 means a 34% yield). (1) The reactants are [NH2:1][C:2]1[CH:3]=[C:4]2[C:10](Br)=[C:9]([S:12]([C:15]3[CH:20]=[C:19]([F:21])[CH:18]=[C:17]([C:22]#[N:23])[CH:16]=3)(=[O:14])=[O:13])[S:8][C:5]2=[N:6][CH:7]=1.C(O)C.[F:27][C:28]1[CH:29]=[C:30](B(O)O)[CH:31]=[CH:32][CH:33]=1.C([O-])([O-])=O.[Na+].[Na+]. The catalyst is C1(C)C=CC=CC=1.C1C=CC([P]([Pd]([P](C2C=CC=CC=2)(C2C=CC=CC=2)C2C=CC=CC=2)([P](C2C=CC=CC=2)(C2C=CC=CC=2)C2C=CC=CC=2)[P](C2C=CC=CC=2)(C2C=CC=CC=2)C2C=CC=CC=2)(C2C=CC=CC=2)C2C=CC=CC=2)=CC=1. The product is [NH2:1][C:2]1[CH:3]=[C:4]2[C:10]([C:32]3[CH:31]=[CH:30][CH:29]=[C:28]([F:27])[CH:33]=3)=[C:9]([S:12]([C:15]3[CH:20]=[C:19]([F:21])[CH:18]=[C:17]([C:22]#[N:23])[CH:16]=3)(=[O:14])=[O:13])[S:8][C:5]2=[N:6][CH:7]=1. The yield is 0.760. (2) The reactants are C[O:2][C:3](=[O:15])[C:4]1[CH:9]=[C:8]([O:10][CH3:11])[CH:7]=[C:6]([O:12][CH3:13])[C:5]=1[Cl:14].[OH-].[K+]. The catalyst is CO. The product is [Cl:14][C:5]1[C:6]([O:12][CH3:13])=[CH:7][C:8]([O:10][CH3:11])=[CH:9][C:4]=1[C:3]([OH:15])=[O:2]. The yield is 0.870. (3) The reactants are [Cl:1][C:2]1[C:10]2[N:9]=[C:8]3[N:11]([C:16]4[C:21]([Cl:22])=[CH:20][C:19]([Cl:23])=[CH:18][N:17]=4)[CH2:12][CH2:13][CH2:14][CH2:15][N:7]3[C:6]=2[C:5]([CH:24]([OH:27])[CH2:25][CH3:26])=[CH:4][CH:3]=1.[C:28](OC(=O)C)(=[O:30])[CH3:29]. The catalyst is N1C=CC=CC=1. The product is [C:28]([O:27][CH:24]([C:5]1[C:6]2[N:7]3[CH2:15][CH2:14][CH2:13][CH2:12][N:11]([C:16]4[C:21]([Cl:22])=[CH:20][C:19]([Cl:23])=[CH:18][N:17]=4)[C:8]3=[N:9][C:10]=2[C:2]([Cl:1])=[CH:3][CH:4]=1)[CH2:25][CH3:26])(=[O:30])[CH3:29]. The yield is 0.940. (4) The reactants are Cl[C:2]1[CH:7]=[C:6]([CH2:8][C:9]([O:11][CH2:12][CH3:13])=[O:10])[CH:5]=[CH:4][N:3]=1.C([NH:18][C:19](=[O:21])[O-:20])(C)(C)C.C(=O)([O-])[O-].[Cs+].[Cs+].[CH3:28][C:29]1(C)[C:55]2C(=C(P(C3C=CC=CC=3)C3C=CC=CC=3)C=CC=2)OC2C(P(C3C=CC=CC=3)C3C=CC=CC=3)=CC=C[C:30]1=2. The catalyst is C1COCC1.C1C=CC(/C=C/C(/C=C/C2C=CC=CC=2)=O)=CC=1.C1C=CC(/C=C/C(/C=C/C2C=CC=CC=2)=O)=CC=1.C1C=CC(/C=C/C(/C=C/C2C=CC=CC=2)=O)=CC=1.[Pd].[Pd]. The product is [C:29]([O:20][C:19]([NH:18][C:2]1[CH:7]=[C:6]([CH2:8][C:9]([O:11][CH2:12][CH3:13])=[O:10])[CH:5]=[CH:4][N:3]=1)=[O:21])([CH3:55])([CH3:30])[CH3:28]. The yield is 0.510. (5) The reactants are [C:1]1([CH2:7][C:8](=[S:10])[NH2:9])[CH:6]=[CH:5][CH:4]=[CH:3][CH:2]=1.Br[CH:12]([C:18](OCC)=[O:19])[C:13]([O:15][CH2:16][CH3:17])=[O:14]. The catalyst is C1(C)C=CC=CC=1. The product is [CH2:7]([C:8]1[S:10][C:12]([C:13]([O:15][CH2:16][CH3:17])=[O:14])=[C:18]([OH:19])[N:9]=1)[C:1]1[CH:6]=[CH:5][CH:4]=[CH:3][CH:2]=1. The yield is 0.310. (6) The reactants are Cl[C:2]1[C:3]([C:11]([O:13][CH2:14][CH3:15])=[O:12])=[N:4][N:5]([CH3:10])[C:6](=[O:9])[C:7]=1[CH3:8].[F:16][C:17]1[CH:23]=[C:22]([S:24][CH3:25])[CH:21]=[CH:20][C:18]=1[NH2:19]. No catalyst specified. The product is [F:16][C:17]1[CH:23]=[C:22]([S:24][CH3:25])[CH:21]=[CH:20][C:18]=1[NH:19][C:2]1[C:3]([C:11]([O:13][CH2:14][CH3:15])=[O:12])=[N:4][N:5]([CH3:10])[C:6](=[O:9])[C:7]=1[CH3:8]. The yield is 0.810. (7) The reactants are Br[CH2:2][CH2:3][N:4]1[C:8]([CH2:9]Br)=[CH:7][C:6]([N+:11]([O-:13])=[O:12])=[N:5]1.[CH3:14][NH2:15]. The catalyst is C1COCC1. The product is [CH3:14][N:15]1[CH2:2][CH2:3][N:4]2[N:5]=[C:6]([N+:11]([O-:13])=[O:12])[CH:7]=[C:8]2[CH2:9]1. The yield is 0.970.